Task: Predict which catalyst facilitates the given reaction.. Dataset: Catalyst prediction with 721,799 reactions and 888 catalyst types from USPTO (1) Reactant: [CH2:1]([CH:8]1[C:17]2[C:12](=[CH:13][CH:14]=[C:15]([O:18][CH2:19][CH2:20][NH:21][S:22]([CH2:25][CH:26]3[CH2:28][CH2:27]3)(=[O:24])=[O:23])[CH:16]=2)[CH2:11][CH2:10][CH:9]1[NH:29][C:30](=O)OCC)[C:2]1[CH:7]=[CH:6][CH:5]=[CH:4][CH:3]=1.[H-].[H-].[H-].[H-].[Li+].[Al+3].[OH-].[Na+].CC(O)C.[ClH:47]. Product: [ClH:47].[CH2:1]([CH:8]1[C:17]2[CH:16]=[C:15]([O:18][CH2:19][CH2:20][NH:21][S:22]([CH2:25][CH:26]3[CH2:28][CH2:27]3)(=[O:24])=[O:23])[CH:14]=[CH:13][C:12]=2[CH2:11][CH2:10][CH:9]1[NH:29][CH3:30])[C:2]1[CH:7]=[CH:6][CH:5]=[CH:4][CH:3]=1. The catalyst class is: 76. (2) Reactant: [CH3:1][O:2][C:3]1[CH:4]=[C:5]2[C:10](=[CH:11][C:12]=1[O:13][CH3:14])[N:9]=[CH:8][CH:7]=[C:6]2[O:15][C:16]1[CH:21]=[CH:20][C:19]([NH:22][CH2:23][C:24]2[CH:29]=[CH:28][CH:27]=[CH:26][C:25]=2[NH2:30])=[CH:18][CH:17]=1.[C:31](N1C=CN=C1)(N1C=CN=C1)=[O:32]. Product: [NH:30]1[C:25]2[C:24](=[CH:29][CH:28]=[CH:27][CH:26]=2)[CH2:23][N:22]([C:19]2[CH:18]=[CH:17][C:16]([O:15][C:6]3[C:5]4[C:10](=[CH:11][C:12]([O:13][CH3:14])=[C:3]([O:2][CH3:1])[CH:4]=4)[N:9]=[CH:8][CH:7]=3)=[CH:21][CH:20]=2)[C:31]1=[O:32]. The catalyst class is: 782. (3) Reactant: [Br:1][C:2]1[CH:11]=[C:10]2[C:5]([CH:6]=[CH:7][C:8]([C@H:12]([NH:14][C:15]([C@@H:17]3[CH2:22][CH2:21][CH2:20][N:19]([C:23](=[O:27])[C@@H:24]([NH2:26])[CH3:25])[NH:18]3)=[O:16])[CH3:13])=[N:9]2)=[CH:4][CH:3]=1.[C:28]([CH:31]([O:36][C:37](=[O:43])[C:38]([CH3:42])([CH3:41])[CH:39]=[CH2:40])[CH:32]1[CH2:35][O:34][CH2:33]1)(O)=[O:29].CC1(C)CCCC(C)(C)N1.F[P-](F)(F)(F)(F)F.C(C(=NO[C+](N(C)C)N1CCOCC1)C(OCC)=O)#N. Product: [Br:1][C:2]1[CH:11]=[C:10]2[C:5]([CH:6]=[CH:7][C:8]([C@H:12]([NH:14][C:15]([C@@H:17]3[CH2:22][CH2:21][CH2:20][N:19]([C:23](=[O:27])[C@@H:24]([NH:26][C:28]([CH:31]([O:36][C:37](=[O:43])[C:38]([CH3:42])([CH3:41])[CH:39]=[CH2:40])[CH:32]4[CH2:35][O:34][CH2:33]4)=[O:29])[CH3:25])[NH:18]3)=[O:16])[CH3:13])=[N:9]2)=[CH:4][CH:3]=1. The catalyst class is: 204. (4) Reactant: [Na].[NH:2]1[CH:6]=[N:5][CH:4]=[N:3]1.[H-].[Na+].Br[CH2:10][CH2:11][CH2:12][Cl:13]. Product: [Cl:13][CH2:12][CH2:11][CH2:10][N:2]1[CH:6]=[N:5][CH:4]=[N:3]1. The catalyst class is: 9. (5) Reactant: [ClH:1].[F:2][C:3]1[CH:4]=[C:5]([CH:9]=[CH:10][C:11]=1[O:12][CH2:13][CH2:14][N:15]1[CH2:20][CH2:19][CH2:18][CH2:17][CH2:16]1)[C:6](O)=[O:7].C1(C)C=CC=CC=1. Product: [ClH:1].[F:2][C:3]1[CH:4]=[C:5]([CH:9]=[CH:10][C:11]=1[O:12][CH2:13][CH2:14][N:15]1[CH2:20][CH2:19][CH2:18][CH2:17][CH2:16]1)[C:6]([Cl:1])=[O:7]. The catalyst class is: 309. (6) Reactant: [Br:1][C:2]1[CH:7]=[CH:6][C:5]([CH2:8][OH:9])=[C:4]([CH2:10][CH3:11])[CH:3]=1.[CH3:12][C:13]([Si:16](Cl)([CH3:18])[CH3:17])([CH3:15])[CH3:14].N1C=CN=C1. Product: [Br:1][C:2]1[CH:7]=[CH:6][C:5]([CH2:8][O:9][Si:16]([C:13]([CH3:15])([CH3:14])[CH3:12])([CH3:18])[CH3:17])=[C:4]([CH2:10][CH3:11])[CH:3]=1. The catalyst class is: 18.